From a dataset of M1 muscarinic receptor antagonist screen with 61,756 compounds. Binary Classification. Given a drug SMILES string, predict its activity (active/inactive) in a high-throughput screening assay against a specified biological target. (1) The molecule is s1c2CCCC(=O)c2nc1NC(=O)c1nccnc1. The result is 0 (inactive). (2) The compound is O=C1CC(Cc2nc(N3CCN(CC3)CC)ncc12)c1cc(OC)c(OC)c(OC)c1. The result is 0 (inactive). (3) The compound is s1c2c(CCCCC2)c2c1nc1n(CCCCC1)c2=O. The result is 1 (active). (4) The compound is Fc1ccc(C(N(CC=C)C(=O)CNC(=O)c2occc2)C(=O)NC2CCCCC2)cc1. The result is 0 (inactive). (5) The drug is s1c2CCCCc2nc1NC(=O)CSc1n(c2c(n(c(=O)n(c2=O)C)C)n1)CC. The result is 0 (inactive).